This data is from Catalyst prediction with 721,799 reactions and 888 catalyst types from USPTO. The task is: Predict which catalyst facilitates the given reaction. Reactant: C(O)C.CNC.C([Li])CCC.[CH3:12][O:13][C:14]1[CH:19]=[CH:18][N:17]=[CH:16][CH:15]=1.C(Br)(Br)(Br)[Br:21]. Product: [CH3:12][O:13][C:14]1[CH:19]=[CH:18][N:17]=[C:16]([Br:21])[CH:15]=1. The catalyst class is: 6.